From a dataset of Peptide-MHC class I binding affinity with 185,985 pairs from IEDB/IMGT. Regression. Given a peptide amino acid sequence and an MHC pseudo amino acid sequence, predict their binding affinity value. This is MHC class I binding data. The peptide sequence is GMRDVSFEL. The MHC is HLA-A11:01 with pseudo-sequence HLA-A11:01. The binding affinity (normalized) is 0.0847.